The task is: Predict the reaction yield, written as a fraction of the theoretical maximum amount of product (1.0 means a 100% yield; for example, 0.34 means a 34% yield).. This data is from Reaction yield outcomes from USPTO patents with 853,638 reactions. (1) The reactants are [CH3:1][C@H:2]1[C@:19]([OH:25])([C:20]([S:22][CH2:23][F:24])=[O:21])[C@:18]2([CH3:26])[C@H:4]([C@H:5]3[C@:15]([F:28])([C@@H:16]([OH:27])[CH2:17]2)[C@:14]2([CH3:29])[C:8](=[CH:9][C:10]([CH:12]=[CH:13]2)=[O:11])[C@@H:7]([F:30])[CH2:6]3)[CH2:3]1. The catalyst is CO.ClCCl. The product is [CH3:8][CH2:9][C:10]([O:25][C@@:19]1([C:20]([S:22][CH2:23][F:24])=[O:21])[C@@:18]2([CH3:26])[CH2:17][C@H:16]([OH:27])[C@:15]3([F:28])[C@:14]4([CH3:29])[C:8](=[CH:9][C:10]([CH:12]=[CH:13]4)=[O:11])[C@@H:7]([F:30])[CH2:6][C@H:5]3[C@@H:4]2[CH2:3][C@H:2]1[CH3:1])=[O:11]. The yield is 0.845. (2) The reactants are [Na].[CH2:2]([N:4]([C:21]1[CH:26]=[CH:25][CH:24]=[CH:23][CH:22]=1)[C:5]([C:7]1[C:8](=[O:20])[N:9]([CH3:19])[C:10]2[C:15]([C:16]=1[OH:17])=[C:14]([Cl:18])[CH:13]=[CH:12][CH:11]=2)=[O:6])[CH3:3].O.C([O-])(=O)C.[Ca+2:32].C([O-])(=O)C. The catalyst is C(O)C.O. The product is [Ca:32].[CH2:2]([N:4]([C:21]1[CH:26]=[CH:25][CH:24]=[CH:23][CH:22]=1)[C:5]([C:7]1[C:8](=[O:20])[N:9]([CH3:19])[C:10]2[C:15]([C:16]=1[OH:17])=[C:14]([Cl:18])[CH:13]=[CH:12][CH:11]=2)=[O:6])[CH3:3]. The yield is 0.980. (3) The product is [N:1]1[N:5]2[CH:6]=[CH:7][CH:8]=[CH:9][C:4]2=[C:3]([C:10]([N:49]2[CH2:50][C:44]3([CH3:43])[CH2:51][CH:48]2[CH2:47][C:46]([CH3:53])([CH3:52])[CH2:45]3)=[O:12])[CH:2]=1. The reactants are [N:1]1[N:5]2[CH:6]=[CH:7][CH:8]=[CH:9][C:4]2=[C:3]([C:10]([OH:12])=O)[CH:2]=1.C1C=CC2N(O)N=NC=2C=1.CCN=C=NCCCN(C)C.C(N(C(C)C)CC)(C)C.[CH3:43][C:44]12[CH2:51][CH:48]([NH:49][CH2:50]1)[CH2:47][C:46]([CH3:53])([CH3:52])[CH2:45]2. The yield is 0.730. The catalyst is C1COCC1. (4) The product is [Br:1][C:2]1[C:10]2[N:9]=[CH:8][N:7]([CH2:11][C:12]3[CH:17]=[CH:16][CH:15]=[C:14]([Cl:18])[C:13]=3[CH3:19])[C:6]=2[CH:5]=[C:4]([N:20]2[CH2:28][CH2:27][O:26][CH2:25][CH2:24]2)[CH:3]=1. The yield is 0.173. The reactants are [Br:1][C:2]1[C:10]2[N:9]=[CH:8][N:7]([CH2:11][C:12]3[CH:17]=[CH:16][CH:15]=[C:14]([Cl:18])[C:13]=3[CH3:19])[C:6]=2[CH:5]=[C:4]([NH2:20])[CH:3]=1.[OH-].[Na+].Br[CH2:24][CH2:25][O:26][CH2:27][CH2:28]Br. The catalyst is [I-].C([N+](CCCC)(CCCC)CCCC)CCC. (5) The reactants are [C:1]([CH2:3][C:4]([NH2:6])=[O:5])#[N:2].[F:7][C:8]([F:16])([F:15])[C:9]([CH2:11][C:12](=O)[CH3:13])=O.C([O-])([O-])=O.[K+].[K+]. The catalyst is O. The product is [CH3:13][C:12]1[NH:6][C:4](=[O:5])[C:3]([C:1]#[N:2])=[C:9]([C:8]([F:16])([F:15])[F:7])[CH:11]=1. The yield is 0.520.